This data is from Reaction yield outcomes from USPTO patents with 853,638 reactions. The task is: Predict the reaction yield, written as a fraction of the theoretical maximum amount of product (1.0 means a 100% yield; for example, 0.34 means a 34% yield). The product is [CH:8]1([C:18]([N:3]2[CH2:4][CH2:5][C:14]3([NH:30][C:31]4[C:32](=[CH:33][CH:34]=[CH:35][CH:36]=4)[N:28]4[CH:10]=[CH:11][CH:12]=[C:13]34)[CH2:7][CH2:6]2)=[O:20])[C:17]2[C:12](=[CH:13][CH:14]=[CH:15][CH:16]=2)[CH2:11][CH2:10][O:9]1. The catalyst is ClCCl. The reactants are C([N:3]([CH2:6][CH3:7])[CH2:4][CH3:5])C.[CH:8]1([C:18]([OH:20])=O)[C:17]2[C:12](=[CH:13][CH:14]=[CH:15][CH:16]=2)[CH2:11][CH2:10][O:9]1.F[P-](F)(F)(F)(F)F.[N:28]1(O[P+](N(C)C)(N(C)C)N(C)C)[C:32]2[CH:33]=[CH:34][CH:35]=[CH:36][C:31]=2[N:30]=N1. The yield is 0.660.